From a dataset of Full USPTO retrosynthesis dataset with 1.9M reactions from patents (1976-2016). Predict the reactants needed to synthesize the given product. (1) Given the product [Cl:23][C:24]1[CH:32]=[C:31]([Cl:33])[CH:30]=[CH:29][C:25]=1[C:26]([NH:1][CH2:2][C:3]1([C:16]2[CH:21]=[CH:20][CH:19]=[C:18]([F:22])[N:17]=2)[CH2:8][CH2:7][N:6]([C:9]([O:11][C:12]([CH3:14])([CH3:15])[CH3:13])=[O:10])[CH2:5][CH2:4]1)=[O:27], predict the reactants needed to synthesize it. The reactants are: [NH2:1][CH2:2][C:3]1([C:16]2[CH:21]=[CH:20][CH:19]=[C:18]([F:22])[N:17]=2)[CH2:8][CH2:7][N:6]([C:9]([O:11][C:12]([CH3:15])([CH3:14])[CH3:13])=[O:10])[CH2:5][CH2:4]1.[Cl:23][C:24]1[CH:32]=[C:31]([Cl:33])[CH:30]=[CH:29][C:25]=1[C:26](Cl)=[O:27]. (2) The reactants are: [CH3:1][O:2][C:3]1[CH:29]=[CH:28][C:6]([CH2:7][O:8][C:9]2[C:10](OS(C(F)(F)F)(=O)=O)=[CH:11][C:12]([CH2:15][O:16][C:17](=[O:19])[CH3:18])=[N:13][CH:14]=2)=[CH:5][CH:4]=1.C(N(CC)CC)C.[CH3:37][Si:38]([C:41]#[CH:42])([CH3:40])[CH3:39].O. Given the product [CH3:1][O:2][C:3]1[CH:29]=[CH:28][C:6]([CH2:7][O:8][C:9]2[C:10]([C:42]#[C:41][Si:38]([CH3:40])([CH3:39])[CH3:37])=[CH:11][C:12]([CH2:15][O:16][C:17](=[O:19])[CH3:18])=[N:13][CH:14]=2)=[CH:5][CH:4]=1, predict the reactants needed to synthesize it. (3) The reactants are: [Cl:1][C:2]1[CH:7]=[CH:6][C:5]([C:8]2[C:13]([O:14][CH2:15][C:16]([F:19])([F:18])[F:17])=[CH:12][N:11]=[C:10]([C:20](O)=[O:21])[CH:9]=2)=[CH:4][CH:3]=1.[CH:23]1([C:26]2[O:27][CH:28]=[C:29]([CH2:31][NH2:32])[N:30]=2)[CH2:25][CH2:24]1. Given the product [Cl:1][C:2]1[CH:3]=[CH:4][C:5]([C:8]2[C:13]([O:14][CH2:15][C:16]([F:18])([F:19])[F:17])=[CH:12][N:11]=[C:10]([C:20]([NH:32][CH2:31][C:29]3[N:30]=[C:26]([CH:23]4[CH2:25][CH2:24]4)[O:27][CH:28]=3)=[O:21])[CH:9]=2)=[CH:6][CH:7]=1, predict the reactants needed to synthesize it. (4) Given the product [Br:14][C:15]1[N:19]2[CH2:20][CH2:21][N:22]([C:11]([C:9]3[CH:10]=[C:5]4[N:4]=[CH:3][C:2]([Cl:1])=[CH:7][N:6]4[N:8]=3)=[O:13])[CH:23]([CH3:24])[C:18]2=[CH:17][CH:16]=1, predict the reactants needed to synthesize it. The reactants are: [Cl:1][C:2]1[CH:3]=[N:4][C:5]2[N:6]([N:8]=[C:9]([C:11]([OH:13])=O)[CH:10]=2)[CH:7]=1.[Br:14][C:15]1[N:19]2[CH2:20][CH2:21][NH:22][CH:23]([CH3:24])[C:18]2=[CH:17][CH:16]=1. (5) Given the product [CH3:27][O:26][C:24]([C:23](=[CH:28][CH:29]=[CH:30][C:31]1[CH:36]=[CH:35][C:34]([CH:37]([CH3:39])[CH3:38])=[CH:33][CH:32]=1)[N:20]=[P:7]([C:1]1[CH:2]=[CH:3][CH:4]=[CH:5][CH:6]=1)([C:8]1[CH:13]=[CH:12][CH:11]=[CH:10][CH:9]=1)[C:14]1[CH:15]=[CH:16][CH:17]=[CH:18][CH:19]=1)=[O:25], predict the reactants needed to synthesize it. The reactants are: [C:1]1([P:7]([C:14]2[CH:19]=[CH:18][CH:17]=[CH:16][CH:15]=2)[C:8]2[CH:13]=[CH:12][CH:11]=[CH:10][CH:9]=2)[CH:6]=[CH:5][CH:4]=[CH:3][CH:2]=1.[N:20](/[C:23](=[CH:28]\[CH:29]=[CH:30]\[C:31]1[CH:36]=[CH:35][C:34]([CH:37]([CH3:39])[CH3:38])=[CH:33][CH:32]=1)/[C:24]([O:26][CH3:27])=[O:25])=[N+]=[N-].